From a dataset of Full USPTO retrosynthesis dataset with 1.9M reactions from patents (1976-2016). Predict the reactants needed to synthesize the given product. (1) Given the product [ClH:26].[ClH:26].[N:1]1[CH:2]=[CH:3][C:4]([C:7]2[C:8]([O:13][CH:14]3[CH2:18][CH2:17][NH:16][CH2:15]3)=[N:9][CH:10]=[CH:11][N:12]=2)=[CH:5][CH:6]=1, predict the reactants needed to synthesize it. The reactants are: [N:1]1[CH:6]=[CH:5][C:4]([C:7]2[C:8]([O:13][CH:14]3[CH2:18][CH2:17][N:16](C(OC(C)(C)C)=O)[CH2:15]3)=[N:9][CH:10]=[CH:11][N:12]=2)=[CH:3][CH:2]=1.[ClH:26].C(OCC)(=O)C. (2) Given the product [CH3:27][O:26][C:24]1[CH:23]=[C:21]([NH:22][C:2]2[N:7]=[C:6]([NH:8][C:9]3[CH:14]=[CH:13][CH:12]=[C:11]([OH:15])[CH:10]=3)[C:5]([F:16])=[CH:4][N:3]=2)[CH:20]=[C:19]([O:18][CH3:17])[CH:25]=1, predict the reactants needed to synthesize it. The reactants are: Cl[C:2]1[N:7]=[C:6]([NH:8][C:9]2[CH:14]=[CH:13][CH:12]=[C:11]([OH:15])[CH:10]=2)[C:5]([F:16])=[CH:4][N:3]=1.[CH3:17][O:18][C:19]1[CH:20]=[C:21]([CH:23]=[C:24]([O:26][CH3:27])[CH:25]=1)[NH2:22]. (3) Given the product [O:8]=[CH:6][C@@H:5]([C@H:4]([C@@H:3]([C@@H:2]([CH2:1][OH:23])[OH:7])[OH:22])[OH:21])[OH:20].[CH2:1]([OH:23])[C@H:2]1[O:7][C@H:6]([O:8][C@:9]2([CH2:18][OH:19])[O:13][C@H:12]([CH2:14][OH:15])[C@@H:11]([OH:16])[C@@H:10]2[OH:17])[C@H:5]([OH:20])[C@@H:4]([OH:21])[C@@H:3]1[OH:22], predict the reactants needed to synthesize it. The reactants are: [CH2:1]([OH:23])[C@H:2]1[O:7][C@H:6]([O:8][C@:9]2([CH2:18][OH:19])[O:13][C@H:12]([CH2:14][OH:15])[C@@H:11]([OH:16])[C@@H:10]2[OH:17])[C@H:5]([OH:20])[C@@H:4]([OH:21])[C@@H:3]1[OH:22].C(O)(=O)CCC(O)=O. (4) Given the product [F:1][C:2]1[CH:7]=[CH:6][CH:5]=[CH:4][C:3]=1[NH:8][C:9](=[O:26])[NH:10][C:11]1[CH:16]=[CH:15][C:14]([CH2:17][C:18]([OH:20])=[O:19])=[CH:13][C:12]=1[CH3:25], predict the reactants needed to synthesize it. The reactants are: [F:1][C:2]1[CH:7]=[CH:6][CH:5]=[CH:4][C:3]=1[NH:8][C:9](=[O:26])[NH:10][C:11]1[CH:16]=[CH:15][C:14]([CH2:17][C:18]([O:20]C(C)(C)C)=[O:19])=[CH:13][C:12]=1[CH3:25].C(O)(C(F)(F)F)=O. (5) Given the product [NH2:25][C:10]1[CH:11]=[C:12]([CH2:15][CH:16]([O:22][CH2:23][CH3:24])[C:17]([O:19][CH2:20][CH3:21])=[O:18])[CH:13]=[CH:14][C:9]=1[OH:8], predict the reactants needed to synthesize it. The reactants are: C([O:8][C:9]1[CH:14]=[CH:13][C:12](/[CH:15]=[C:16](\[O:22][CH2:23][CH3:24])/[C:17]([O:19][CH2:20][CH3:21])=[O:18])=[CH:11][C:10]=1[N+:25]([O-])=O)C1C=CC=CC=1. (6) Given the product [CH3:22][C:21]1[C:16]([N:13]2[CH2:14][CH2:15][N:10]([C:8]([C:5]3[CH:6]=[CH:7][C:2]([N:30]4[C@H:29]([CH3:28])[CH2:33][O:32][C:31]4=[O:34])=[CH:3][C:4]=3[S:24]([CH3:27])(=[O:26])=[O:25])=[O:9])[CH2:11][CH2:12]2)=[N:17][CH:18]=[C:19]([CH3:23])[CH:20]=1, predict the reactants needed to synthesize it. The reactants are: Br[C:2]1[CH:7]=[CH:6][C:5]([C:8]([N:10]2[CH2:15][CH2:14][N:13]([C:16]3[C:21]([CH3:22])=[CH:20][C:19]([CH3:23])=[CH:18][N:17]=3)[CH2:12][CH2:11]2)=[O:9])=[C:4]([S:24]([CH3:27])(=[O:26])=[O:25])[CH:3]=1.[CH3:28][C@@H:29]1[CH2:33][O:32][C:31](=[O:34])[NH:30]1. (7) Given the product [NH2:14][C:13]1[N:44]=[C:32]([C:31]2[CH:36]=[C:27]([O:26][CH2:25][C@H:24]([NH:23][C:21](=[O:22])[O:20][C:16]([CH3:19])([CH3:18])[CH3:17])[CH2:37][CH3:38])[CH:28]=[N:29][CH:30]=2)[CH:15]=[C:7]2[C:8]=1[CH:9]=[N:10][C:11]1[CH:12]=[C:3]([O:2][CH3:1])[CH:4]=[CH:5][C:6]2=1, predict the reactants needed to synthesize it. The reactants are: [CH3:1][O:2][C:3]1[CH:12]=[C:11]2[C:6]([C:7]([CH3:15])=[C:8]([C:13]#[N:14])[CH:9]=[N:10]2)=[CH:5][CH:4]=1.[C:16]([O:20][C:21]([NH:23][C@H:24]([CH2:37][CH3:38])[CH2:25][O:26][C:27]1[CH:28]=[N:29][CH:30]=[C:31]([CH:36]=1)[C:32](OC)=O)=[O:22])([CH3:19])([CH3:18])[CH3:17].[Li+].C[Si]([N-:44][Si](C)(C)C)(C)C. (8) The reactants are: Br[C:2]1[CH:10]=[C:9]2[C:5]([C:6]([C:11]3[N:12]=[N:13][N:14]([C:16]4[CH:21]=[CH:20][C:19]([C:22]([N:24]5[CH2:29][CH2:28][O:27][CH2:26][CH2:25]5)=[O:23])=[CH:18][CH:17]=4)[CH:15]=3)=[N:7][NH:8]2)=[CH:4][CH:3]=1.[CH2:30]([OH:33])[C:31]#[CH:32]. Given the product [N:24]1([C:22]([C:19]2[CH:18]=[CH:17][C:16]([N:14]3[CH:15]=[C:11]([C:6]4[C:5]5[C:9](=[CH:10][C:2]([C:32]#[C:31][CH2:30][OH:33])=[CH:3][CH:4]=5)[NH:8][N:7]=4)[N:12]=[N:13]3)=[CH:21][CH:20]=2)=[O:23])[CH2:25][CH2:26][O:27][CH2:28][CH2:29]1, predict the reactants needed to synthesize it. (9) Given the product [CH3:6][C:4]1([CH2:3][CH2:2][C:1]([O:8][CH2:9][CH3:10])=[O:7])[O:13][CH2:12][CH2:11][O:5]1, predict the reactants needed to synthesize it. The reactants are: [C:1]([O:8][CH2:9][CH3:10])(=[O:7])[CH2:2][CH2:3][C:4]([CH3:6])=[O:5].[CH2:11](O)[CH2:12][OH:13].C1(C)C=CC(S(O)(=O)=O)=CC=1.[NH+]1C=CC=CC=1.O. (10) Given the product [CH3:20][S:21]([NH:1][N:2]1[CH2:3][CH2:4][CH:5]([C:8]2[NH:9][C:10](=[O:19])[C:11]3[C:16]([CH:17]=2)=[C:15]([CH3:18])[CH:14]=[CH:13][CH:12]=3)[CH2:6][CH2:7]1)(=[O:23])=[O:22], predict the reactants needed to synthesize it. The reactants are: [NH2:1][N:2]1[CH2:7][CH2:6][CH:5]([C:8]2[NH:9][C:10](=[O:19])[C:11]3[C:16]([CH:17]=2)=[C:15]([CH3:18])[CH:14]=[CH:13][CH:12]=3)[CH2:4][CH2:3]1.[CH3:20][S:21](Cl)(=[O:23])=[O:22].O.